From a dataset of Full USPTO retrosynthesis dataset with 1.9M reactions from patents (1976-2016). Predict the reactants needed to synthesize the given product. Given the product [CH2:23]([CH:4]([CH2:5][CH2:6][CH2:7][CH2:8][CH2:9][CH2:10][CH2:11][CH2:12][CH2:13][CH2:14][CH2:15][CH2:16][CH2:17][CH2:18][CH2:19][CH2:20][CH2:21][CH3:22])[CH2:1][CH2:2][CH2:3][OH:49])[CH2:24][CH2:25][CH2:26][CH2:27][CH2:28][CH2:29][CH2:30][CH2:31][CH2:32][CH2:33][CH2:34][CH2:35][CH2:36][CH2:37][CH2:38][CH2:39][CH3:40], predict the reactants needed to synthesize it. The reactants are: [CH2:1]([CH:4]([CH2:23][CH2:24][CH2:25][CH2:26][CH2:27][CH2:28][CH2:29][CH2:30][CH2:31][CH2:32][CH2:33][CH2:34][CH2:35][CH2:36][CH2:37][CH2:38][CH2:39][CH3:40])[CH2:5][CH2:6][CH2:7][CH2:8][CH2:9][CH2:10][CH2:11][CH2:12][CH2:13][CH2:14][CH2:15][CH2:16][CH2:17][CH2:18][CH2:19][CH2:20][CH2:21][CH3:22])[CH:2]=[CH2:3].[BH4-].[Na+].B(F)(F)F.CC[O:49]CC.[H][H].[OH-].[Na+].OO.